From a dataset of Reaction yield outcomes from USPTO patents with 853,638 reactions. Predict the reaction yield, written as a fraction of the theoretical maximum amount of product (1.0 means a 100% yield; for example, 0.34 means a 34% yield). (1) The reactants are Br[CH2:2][C:3]1[O:7][C:6]2[C:8]([O:14]C(=O)C)=[C:9]([O:12][CH3:13])[CH:10]=[CH:11][C:5]=2[C:4]=1[C:18](=[O:31])[C:19]1[CH:24]=[C:23]([O:25][CH3:26])[C:22]([O:27][CH3:28])=[C:21]([O:29][CH3:30])[CH:20]=1.C(=O)([O-])[O-].[K+].[K+].[NH:38]1[CH:42]=[CH:41][N:40]=[CH:39]1. The catalyst is C(#N)C. The product is [N:38]1([CH2:2][C:3]2[O:7][C:6]3[C:8]([OH:14])=[C:9]([O:12][CH3:13])[CH:10]=[CH:11][C:5]=3[C:4]=2[C:18](=[O:31])[C:19]2[CH:20]=[C:21]([O:29][CH3:30])[C:22]([O:27][CH3:28])=[C:23]([O:25][CH3:26])[CH:24]=2)[CH:42]=[CH:41][N:40]=[CH:39]1. The yield is 0.190. (2) The reactants are [C:1]([O:5][C:6](=[O:36])[NH:7][C@@H:8]([CH2:26][C:27]1[C:35]2[C:30](=[CH:31][CH:32]=[CH:33][CH:34]=2)[NH:29][CH:28]=1)[CH2:9][O:10][C:11]1[CH:12]=[N:13][CH:14]=[C:15]([C:17]2[CH:22]=[CH:21][C:20](F)=[C:19]([C:24]#[N:25])[CH:18]=2)[CH:16]=1)([CH3:4])([CH3:3])[CH3:2].[NH2:37][NH2:38]. The catalyst is [Cl-].[Na+].O. The product is [C:1]([O:5][C:6](=[O:36])[NH:7][C@@H:8]([CH2:26][C:27]1[C:35]2[C:30](=[CH:31][CH:32]=[CH:33][CH:34]=2)[NH:29][CH:28]=1)[CH2:9][O:10][C:11]1[CH:12]=[N:13][CH:14]=[C:15]([C:17]2[CH:18]=[C:19]3[C:20](=[CH:21][CH:22]=2)[NH:38][N:37]=[C:24]3[NH2:25])[CH:16]=1)([CH3:4])([CH3:2])[CH3:3]. The yield is 0.840. (3) The reactants are [C:1]([NH:18][C@H:19]([C:23]([OH:25])=[O:24])[CH:20]([CH3:22])[CH3:21])([O:3][CH2:4][CH:5]1[C:17]2[C:12](=[CH:13][CH:14]=[CH:15][CH:16]=2)[C:11]2[C:6]1=[CH:7][CH:8]=[CH:9][CH:10]=2)=[O:2].CCN(C(C)C)C(C)C.[Cl-].O[C@H:37](/[CH:64]=[CH:65]/[CH2:66][CH2:67][S:68][C:69]([C:82]1[CH:87]=[CH:86][CH:85]=[CH:84][CH:83]=1)([C:76]1[CH:81]=[CH:80][CH:79]=[CH:78][CH:77]=1)[C:70]1[CH:75]=[CH:74][CH:73]=[CH:72][CH:71]=1)[CH2:38][C:39]([NH:41][CH2:42][C:43]1[N:48]=[C:47]([C:49]2[CH:54]=[CH:53][CH:52]=[C:51]([C:55]([O:57][CH2:58][CH2:59][Si:60]([CH3:63])([CH3:62])[CH3:61])=[O:56])[N:50]=2)[CH:46]=[CH:45][CH:44]=1)=[O:40]. The catalyst is C1COCC1.CN(C1C=CN=CC=1)C. The product is [CH:7]1[C:6]2[CH:5]([CH2:4][O:3][C:1](=[O:2])[NH:18][C@H:19]([CH:20]([CH3:21])[CH3:22])[C:23](=[O:25])[O:24][C@H:37](/[CH:64]=[CH:65]/[CH2:66][CH2:67][S:68][C:69]([C:82]3[CH:87]=[CH:86][CH:85]=[CH:84][CH:83]=3)([C:76]3[CH:77]=[CH:78][CH:79]=[CH:80][CH:81]=3)[C:70]3[CH:71]=[CH:72][CH:73]=[CH:74][CH:75]=3)[CH2:38][C:39](=[O:40])[NH:41][CH2:42][C:43]3[N:48]=[C:47]([C:49]4[CH:54]=[CH:53][CH:52]=[C:51]([C:55]([O:57][CH2:58][CH2:59][Si:60]([CH3:61])([CH3:63])[CH3:62])=[O:56])[N:50]=4)[CH:46]=[CH:45][CH:44]=3)[C:17]3[C:12](=[CH:13][CH:14]=[CH:15][CH:16]=3)[C:11]=2[CH:10]=[CH:9][CH:8]=1. The yield is 0.870. (4) The reactants are Cl[C:2]1[C:3]([N+:9]([O-:11])=[O:10])=[C:4]([CH:6]=[CH:7][CH:8]=1)[NH2:5].[C:12]([N:19]1[CH2:24][CH2:23][NH:22][CH2:21][CH2:20]1)([O:14][C:15]([CH3:18])([CH3:17])[CH3:16])=[O:13].C(N(CC)C(C)C)(C)C. No catalyst specified. The product is [NH2:5][C:4]1[C:3]([N+:9]([O-:11])=[O:10])=[C:2]([N:22]2[CH2:21][CH2:20][N:19]([C:12]([O:14][C:15]([CH3:18])([CH3:17])[CH3:16])=[O:13])[CH2:24][CH2:23]2)[CH:8]=[CH:7][CH:6]=1. The yield is 0.850. (5) The reactants are [CH3:1][C:2]([CH3:33])([CH3:32])[C:3]#[C:4][C:5]1[S:9][C:8]([C:10]([O-:12])=[O:11])=[C:7]([N:13]([CH:23]2[CH2:28][CH2:27][P:26]([O:30][CH3:31])(=[O:29])[CH2:25][CH2:24]2)[C:14]([C@H:16]2[CH2:21][CH2:20][C@H:19]([CH3:22])[CH2:18][CH2:17]2)=[O:15])[CH:6]=1.[Li+].[OH-].Cl. The catalyst is CO.C1COCC1. The product is [CH3:32][C:2]([CH3:1])([CH3:33])[C:3]#[C:4][C:5]1[S:9][C:8]([C:10]([OH:12])=[O:11])=[C:7]([N:13]([CH:23]2[CH2:28][CH2:27][P:26]([O:30][CH3:31])(=[O:29])[CH2:25][CH2:24]2)[C:14]([C@H:16]2[CH2:21][CH2:20][C@H:19]([CH3:22])[CH2:18][CH2:17]2)=[O:15])[CH:6]=1. The yield is 0.570. (6) The reactants are [N+:1]([C:4]1[CH:19]=[C:7]2[CH2:8][N:9]([C:12]([O:14][C:15]([CH3:18])([CH3:17])[CH3:16])=[O:13])[CH2:10][CH2:11][N:6]2[N:5]=1)([O-])=O. The catalyst is [Pd].CO. The product is [NH2:1][C:4]1[CH:19]=[C:7]2[CH2:8][N:9]([C:12]([O:14][C:15]([CH3:17])([CH3:16])[CH3:18])=[O:13])[CH2:10][CH2:11][N:6]2[N:5]=1. The yield is 0.790. (7) The reactants are CC([Si](C)(C)[O:6][CH:7]1[CH2:10][C:9]2([CH2:14][CH:13]([C:15]([O:17][CH2:18][CH3:19])=[O:16])[N:12]([C:20]([O:22][CH2:23][C:24]3[CH:29]=[CH:28][CH:27]=[CH:26][CH:25]=3)=[O:21])[CH2:11]2)[CH2:8]1)(C)C.C(O)(=O)C.CCCC[N+](CCCC)(CCCC)CCCC.[F-]. The catalyst is C1COCC1. The product is [OH:6][CH:7]1[CH2:8][C:9]2([CH2:14][CH:13]([C:15]([O:17][CH2:18][CH3:19])=[O:16])[N:12]([C:20]([O:22][CH2:23][C:24]3[CH:25]=[CH:26][CH:27]=[CH:28][CH:29]=3)=[O:21])[CH2:11]2)[CH2:10]1. The yield is 1.00.